Dataset: Reaction yield outcomes from USPTO patents with 853,638 reactions. Task: Predict the reaction yield, written as a fraction of the theoretical maximum amount of product (1.0 means a 100% yield; for example, 0.34 means a 34% yield). (1) The reactants are [Cl:1][C:2]1[C:10]([S:11]([N:14]2[CH2:19][CH2:18][N:17]([C:20]3[CH:25]=[CH:24][C:23]([F:26])=[CH:22][C:21]=3[C:27]([F:30])([F:29])[F:28])[CH2:16][CH:15]2[CH3:31])(=[O:13])=[O:12])=[CH:9][C:5]([C:6](O)=[O:7])=[C:4]([F:32])[CH:3]=1.C1N=C[N:35](C(N2C=NC=C2)=O)C=1.Cl. The catalyst is C1COCC1. The product is [Cl:1][C:2]1[C:10]([S:11]([N:14]2[CH2:19][CH2:18][N:17]([C:20]3[CH:25]=[CH:24][C:23]([F:26])=[CH:22][C:21]=3[C:27]([F:28])([F:29])[F:30])[CH2:16][C@H:15]2[CH3:31])(=[O:13])=[O:12])=[CH:9][C:5]([C:6]([NH2:35])=[O:7])=[C:4]([F:32])[CH:3]=1. The yield is 0.00900. (2) The product is [Cl:13][CH2:14][C:15]([NH:12][C:9]1[S:10][CH:11]=[C:7]([C:1]2[CH:2]=[CH:3][CH:4]=[CH:5][CH:6]=2)[N:8]=1)=[O:16]. The catalyst is O1CCCC1. The yield is 0.357. The reactants are [C:1]1([C:7]2[N:8]=[C:9]([NH2:12])[S:10][CH:11]=2)[CH:6]=[CH:5][CH:4]=[CH:3][CH:2]=1.[Cl:13][CH2:14][C:15](Cl)=[O:16].C(OCC)(=O)C.